From a dataset of Reaction yield outcomes from USPTO patents with 853,638 reactions. Predict the reaction yield, written as a fraction of the theoretical maximum amount of product (1.0 means a 100% yield; for example, 0.34 means a 34% yield). (1) The reactants are [C:1](#[N:5])[CH:2]([CH3:4])[CH3:3].[Li+].C[Si]([N-][Si](C)(C)C)(C)C.[Br:16][C:17]1[CH:22]=[CH:21][CH:20]=[CH:19][C:18]=1[CH2:23]Br. The catalyst is C1COCC1. The product is [Br:16][C:17]1[CH:22]=[CH:21][CH:20]=[CH:19][C:18]=1[CH2:23][C:2]([CH3:4])([CH3:3])[C:1]#[N:5]. The yield is 0.990. (2) The reactants are [CH2:1]([O:3][C:4](=[O:25])[CH2:5][CH:6]1[O:10][B:9]([OH:11])[C:8]2[CH:12]=[C:13]([O:16][C:17]3[CH:22]=[CH:21][CH:20]=[C:19]([CH:23]=O)[CH:18]=3)[CH:14]=[CH:15][C:7]1=2)[CH3:2].C(OC(OCC)OCC)C.[NH:36]1[CH2:41][CH2:40][O:39][CH2:38][CH2:37]1.[BH-](OC(C)=O)(OC(C)=O)OC(C)=O.[Na+].[OH-].[Na+]. The catalyst is ClCCCl.C(O)(=O)C.O. The product is [CH2:1]([O:3][C:4](=[O:25])[CH2:5][CH:6]1[O:10][B:9]([OH:11])[C:8]2[CH:12]=[C:13]([O:16][C:17]3[CH:22]=[CH:21][CH:20]=[C:19]([CH2:23][N:36]4[CH2:41][CH2:40][O:39][CH2:38][CH2:37]4)[CH:18]=3)[CH:14]=[CH:15][C:7]1=2)[CH3:2]. The yield is 0.480. (3) The reactants are [C:1]([O:5][C:6]([NH:8][C@@H:9]([CH2:13][NH2:14])[C:10]([OH:12])=[O:11])=[O:7])([CH3:4])([CH3:3])[CH3:2].S(Cl)([C:18]1[CH:26]=[CH:25][C:21]([N+:22]([O-:24])=[O:23])=[CH:20][CH:19]=1)(=O)=O.[OH:28][S:29](O)(=O)=[O:30]. The catalyst is C1COCC1.[OH-].[Na+].O. The product is [C:1]([O:5][C:6]([NH:8][C@@H:9]([CH2:13][NH:14][S:29]([C:20]1[CH:19]=[CH:18][CH:26]=[CH:25][C:21]=1[N+:22]([O-:24])=[O:23])(=[O:30])=[O:28])[C:10]([OH:12])=[O:11])=[O:7])([CH3:4])([CH3:3])[CH3:2]. The yield is 0.700. (4) The reactants are ClC1N=C(OC)N=C(OC)N=1.[F:12][C:13]([F:38])([F:37])[C:14]1[CH:36]=[CH:35][CH:34]=[CH:33][C:15]=1[C:16]([N:18]1[CH2:23][CH2:22][N:21]([C:24]2[N:29]=[N:28][C:27]([C:30]([OH:32])=O)=[CH:26][CH:25]=2)[CH2:20][CH2:19]1)=[O:17].CN1CCOCC1.[Cl:46][C:47]1[CH:53]=[CH:52][C:50]([NH2:51])=[CH:49][CH:48]=1. The catalyst is C1COCC1.C(OCC)(=O)C. The product is [Cl:46][C:47]1[CH:53]=[CH:52][C:50]([NH:51][C:30]([C:27]2[N:28]=[N:29][C:24]([N:21]3[CH2:20][CH2:19][N:18]([C:16](=[O:17])[C:15]4[CH:33]=[CH:34][CH:35]=[CH:36][C:14]=4[C:13]([F:37])([F:12])[F:38])[CH2:23][CH2:22]3)=[CH:25][CH:26]=2)=[O:32])=[CH:49][CH:48]=1. The yield is 0.670.